This data is from Full USPTO retrosynthesis dataset with 1.9M reactions from patents (1976-2016). The task is: Predict the reactants needed to synthesize the given product. (1) Given the product [C:42]([O:41][C@@H:35]([C:12]1[C:13]([CH3:34])=[N:14][C:15]2=[CH:19][C:18]3=[N:17][N:16]2[C:11]=1[N:8]1[CH2:9][CH2:10][C:5]([CH3:46])([O:4][CH2:1][CH2:2][CH2:3][CH2:31][CH2:30][C:24]2[CH:25]=[C:26]([F:29])[CH:27]=[CH:28][C:23]=2[CH2:22][O:21][CH2:20]3)[CH2:6][CH2:7]1)[C:36]([O:38][CH2:39][CH3:40])=[O:37])([CH3:44])([CH3:45])[CH3:43], predict the reactants needed to synthesize it. The reactants are: [CH2:1]([O:4][C:5]1([CH3:46])[CH2:10][CH2:9][N:8]([C:11]2[N:16]3[N:17]=[C:18]([CH2:20][O:21][CH2:22][C:23]4[CH:28]=[CH:27][C:26]([F:29])=[CH:25][C:24]=4[CH2:30][CH2:31]C=C)[CH:19]=[C:15]3[N:14]=[C:13]([CH3:34])[C:12]=2[C@H:35]([O:41][C:42]([CH3:45])([CH3:44])[CH3:43])[C:36]([O:38][CH2:39][CH3:40])=[O:37])[CH2:7][CH2:6]1)[CH:2]=[CH2:3].[BH4-].[Na+]. (2) Given the product [OH:16][CH2:15][C:10]1[CH:11]=[CH:12][CH:13]=[CH:14][C:9]=1[N:7]1[CH:8]=[C:4]([NH:1][C:30](=[O:31])[C@@H:29]([NH:28][C:26](=[O:27])[CH2:25][C:20]2[CH:21]=[C:22]([F:24])[CH:23]=[C:18]([F:17])[CH:19]=2)[CH2:33][CH2:34][CH3:35])[N:5]=[CH:6]1, predict the reactants needed to synthesize it. The reactants are: [N+:1]([C:4]1[N:5]=[CH:6][N:7]([C:9]2[CH:14]=[CH:13][CH:12]=[CH:11][C:10]=2[CH2:15][OH:16])[CH:8]=1)([O-])=O.[F:17][C:18]1[CH:19]=[C:20]([CH2:25][C:26]([NH:28][C@@H:29]([CH2:33][CH2:34][CH3:35])[C:30](O)=[O:31])=[O:27])[CH:21]=[C:22]([F:24])[CH:23]=1. (3) Given the product [OH:19][C:12]1([C:15]([F:16])([F:18])[F:17])[CH2:11][C:10]([CH3:20])([CH3:21])[C:4]2[C:5](=[CH:6][C:7]([CH3:9])=[CH:8][C:3]=2[O:2][CH3:1])[CH:13]1[NH:22][C:23]1[CH:32]=[CH:31][CH:30]=[C:29]2[C:24]=1[CH:25]=[N:26][NH:27][C:28]2=[O:33], predict the reactants needed to synthesize it. The reactants are: [CH3:1][O:2][C:3]1[CH:8]=[C:7]([CH3:9])[CH:6]=[CH:5][C:4]=1[C:10]([CH3:21])([CH3:20])[CH2:11][C:12]([OH:19])([C:15]([F:18])([F:17])[F:16])[CH:13]=O.[NH2:22][C:23]1[CH:32]=[CH:31][CH:30]=[C:29]2[C:24]=1[CH:25]=[N:26][NH:27][C:28]2=[O:33]. (4) Given the product [CH3:24][O:25][N:26]([CH3:27])[C:3]([C:5]1[S:9][C:8]([C:10]2[CH:11]=[CH:12][C:13]([C:16]([F:17])([F:19])[F:18])=[CH:14][CH:15]=2)=[N:7][C:6]=1[CH:20]([CH3:22])[CH3:21])=[O:4], predict the reactants needed to synthesize it. The reactants are: CO[C:3]([C:5]1[S:9][C:8]([C:10]2[CH:15]=[CH:14][C:13]([C:16]([F:19])([F:18])[F:17])=[CH:12][CH:11]=2)=[N:7][C:6]=1[CH:20]([CH3:22])[CH3:21])=[O:4].Cl.[CH3:24][O:25][NH2:26].[CH:27]([Mg]Cl)(C)C.[Cl-].[NH4+]. (5) Given the product [CH:4]1([CH:9]([C:27]2[CH:28]=[CH:29][C:30]([CH2:33][N:34]3[C:39](=[O:40])[CH2:38][O:37][C:36]([C:41]4[CH:42]=[CH:43][CH:44]=[CH:45][CH:46]=4)=[N:35]3)=[CH:31][CH:32]=2)[C:10]([NH:12][C:13]2[CH:21]=[CH:20][CH:19]=[C:18]3[C:14]=2[CH2:15][C:16]([CH3:26])([C:22]([OH:24])=[O:23])[CH2:17]3)=[O:11])[CH2:8][CH2:7][CH2:6][CH2:5]1, predict the reactants needed to synthesize it. The reactants are: O.[OH-].[Li+].[CH:4]1([CH:9]([C:27]2[CH:32]=[CH:31][C:30]([CH2:33][N:34]3[C:39](=[O:40])[CH2:38][O:37][C:36]([C:41]4[CH:46]=[CH:45][CH:44]=[CH:43][CH:42]=4)=[N:35]3)=[CH:29][CH:28]=2)[C:10]([NH:12][C:13]2[CH:21]=[CH:20][CH:19]=[C:18]3[C:14]=2[CH2:15][C:16]([CH3:26])([C:22]([O:24]C)=[O:23])[CH2:17]3)=[O:11])[CH2:8][CH2:7][CH2:6][CH2:5]1.Cl. (6) Given the product [F:20][C:16]1[CH:17]=[CH:18][CH:19]=[C:14]([I:13])[C:15]=1[CH:31]([C:24]1[C:25]2[C:30](=[CH:29][CH:28]=[CH:27][CH:26]=2)[N:21]=[CH:22][CH:23]=1)[OH:32], predict the reactants needed to synthesize it. The reactants are: [Li]CCCC.C(NC(C)C)(C)C.[I:13][C:14]1[CH:19]=[CH:18][CH:17]=[C:16]([F:20])[CH:15]=1.[N:21]1[C:30]2[C:25](=[CH:26][CH:27]=[CH:28][CH:29]=2)[C:24]([CH:31]=[O:32])=[CH:23][CH:22]=1.